Dataset: Forward reaction prediction with 1.9M reactions from USPTO patents (1976-2016). Task: Predict the product of the given reaction. (1) Given the reactants [Br:1][C:2]1[N:10]2[C:5]([C:6](Cl)=[N:7][C:8]([Cl:11])=[N:9]2)=[N:4][CH:3]=1.[CH3:13][O:14][C:15]1[CH:24]=[CH:23][C:18]([CH2:19][NH:20][CH2:21][CH3:22])=[CH:17][CH:16]=1, predict the reaction product. The product is: [Br:1][C:2]1[N:10]2[C:5]([C:6]([N:20]([CH2:21][CH3:22])[CH2:19][C:18]3[CH:23]=[CH:24][C:15]([O:14][CH3:13])=[CH:16][CH:17]=3)=[N:7][C:8]([Cl:11])=[N:9]2)=[N:4][CH:3]=1. (2) The product is: [ClH:1].[CH3:45][N:46]([CH2:47][C:48]1[S:52][C:51]2[CH:53]=[CH:54][CH:55]=[CH:56][C:50]=2[C:49]=1[CH3:57])[C:22](=[O:24])/[CH:21]=[CH:20]/[C:17]1[CH:18]=[N:19][C:13]2[NH:12][C:11](=[O:25])[N:10]([CH2:9][CH2:8][N:2]3[CH2:3][CH2:4][O:5][CH2:6][CH2:7]3)[CH2:15][C:14]=2[CH:16]=1. Given the reactants [ClH:1].[N:2]1([CH2:8][CH2:9][N:10]2[CH2:15][C:14]3[CH:16]=[C:17](/[CH:20]=[CH:21]/[C:22]([OH:24])=O)[CH:18]=[N:19][C:13]=3[NH:12][C:11]2=[O:25])[CH2:7][CH2:6][O:5][CH2:4][CH2:3]1.Cl.CN1CC2C=C(/C=C/C(O)=O)C=NC=2NC(=O)C1.[CH3:45][NH:46][CH2:47][C:48]1[S:52][C:51]2[CH:53]=[CH:54][CH:55]=[CH:56][C:50]=2[C:49]=1[CH3:57].CNCC1C=CC2C(=CC=CC=2)C=1CCC, predict the reaction product. (3) Given the reactants [Br:1][C:2]1[CH:3]=[CH:4][C:5]2[O:14][C:13]3[C:12](=[O:15])[NH:11][C:10]([CH2:16]Cl)=[N:9][C:8]=3[C:6]=2[CH:7]=1.[CH3:18][N:19]1[CH2:24][CH2:23][N:22]([C:25]2[CH:30]=[CH:29][C:28]([CH2:31][NH2:32])=[CH:27][CH:26]=2)[CH2:21][CH2:20]1.C([O-])([O-])=O.[Cs+].[Cs+], predict the reaction product. The product is: [Br:1][C:2]1[CH:3]=[CH:4][C:5]2[O:14][C:13]3[C:12](=[O:15])[NH:11][C:10]([CH2:16][NH:32][CH2:31][C:28]4[CH:27]=[CH:26][C:25]([N:22]5[CH2:21][CH2:20][N:19]([CH3:18])[CH2:24][CH2:23]5)=[CH:30][CH:29]=4)=[N:9][C:8]=3[C:6]=2[CH:7]=1. (4) Given the reactants [Br:1][CH2:2][CH2:3][CH2:4][O:5][C:6]1[CH:35]=[CH:34][C:9]([CH2:10][NH:11][C:12]2[N:17]=[C:16]([O:18][CH2:19][C:20]([F:23])([F:22])[F:21])[N:15]=[C:14]([NH:24][C:25]3[CH:33]=[CH:32][C:28]([C:29](O)=[O:30])=[CH:27][CH:26]=3)[N:13]=2)=[CH:8][C:7]=1[Cl:36].C(N(CC)C(C)C)(C)C.[C:46]([O:50][C:51](=[O:59])[NH:52][CH2:53][C:54]([CH3:58])([CH3:57])[CH2:55][NH2:56])([CH3:49])([CH3:48])[CH3:47].CN(C(ON1N=NC2C=CC=NC1=2)=[N+](C)C)C.F[P-](F)(F)(F)(F)F, predict the reaction product. The product is: [C:46]([O:50][C:51](=[O:59])[NH:52][CH2:53][C:54]([CH3:58])([CH3:57])[CH2:55][NH:56][C:29](=[O:30])[C:28]1[CH:27]=[CH:26][C:25]([NH:24][C:14]2[N:13]=[C:12]([NH:11][CH2:10][C:9]3[CH:34]=[CH:35][C:6]([O:5][CH2:4][CH2:3][CH2:2][Br:1])=[C:7]([Cl:36])[CH:8]=3)[N:17]=[C:16]([O:18][CH2:19][C:20]([F:23])([F:21])[F:22])[N:15]=2)=[CH:33][CH:32]=1)([CH3:49])([CH3:47])[CH3:48]. (5) Given the reactants [CH3:1][NH2:2].F[C:4]1[CH:9]=[CH:8][C:7]([N+:10]([O-:12])=[O:11])=[CH:6][C:5]=1[CH2:13][OH:14], predict the reaction product. The product is: [CH3:1][NH:2][C:4]1[CH:9]=[CH:8][C:7]([N+:10]([O-:12])=[O:11])=[CH:6][C:5]=1[CH2:13][OH:14]. (6) Given the reactants [Br:1][C:2]1[C:3]([C:11](=[O:13])[NH2:12])=[N:4][N:5]([CH2:7][C:8]([OH:10])=O)[CH:6]=1.Cl.[Cl:15][C:16]1[CH:21]=[CH:20][CH:19]=[CH:18][C:17]=1[C:22]1[CH:27]=[CH:26][CH:25]=[C:24]([NH:28][C:29]([C@@H:31]2[CH2:36][C@@H:35]3[C@@H:33]([CH2:34]3)[NH:32]2)=[O:30])[C:23]=1[F:37], predict the reaction product. The product is: [Br:1][C:2]1[C:3]([C:11](=[O:13])[NH2:12])=[N:4][N:5]([CH2:7][C:8]([N:32]2[C@H:31]([C:29]([NH:28][C:24]3[C:23]([F:37])=[C:22]([C:17]4[CH:18]=[CH:19][CH:20]=[CH:21][C:16]=4[Cl:15])[CH:27]=[CH:26][CH:25]=3)=[O:30])[CH2:36][C@@H:35]3[C@H:33]2[CH2:34]3)=[O:10])[CH:6]=1. (7) Given the reactants [C:1]1([CH:7]([CH3:38])[CH2:8][N:9]([CH2:17][CH2:18][CH2:19][S:20][CH2:21][CH2:22][NH:23][CH2:24][C@H:25]([OH:37])[C:26]2[C:34]3[S:33][C:32](=[O:35])[NH:31][C:30]=3[C:29]([OH:36])=[CH:28][CH:27]=2)C(=O)OC(C)(C)C)[CH:6]=[CH:5][CH:4]=[CH:3][CH:2]=1.[ClH:39], predict the reaction product. The product is: [ClH:39].[ClH:39].[C:1]1([CH:7]([CH3:38])[CH2:8][NH:9][CH2:17][CH2:18][CH2:19][S:20][CH2:21][CH2:22][NH:23][CH2:24][C@@H:25]([C:26]2[C:34]3[S:33][C:32](=[O:35])[NH:31][C:30]=3[C:29]([OH:36])=[CH:28][CH:27]=2)[OH:37])[CH:6]=[CH:5][CH:4]=[CH:3][CH:2]=1. (8) Given the reactants [OH:1][C:2]1[C:10]([Cl:11])=[CH:9][C:5]([C:6]([OH:8])=[O:7])=[CH:4][C:3]=1[Cl:12].C([O-])([O-])=O.[K+].[K+].[CH:19]1[CH:24]=[CH:23][C:22]([CH2:25]Br)=[CH:21][CH:20]=1.Cl, predict the reaction product. The product is: [CH2:25]([O:1][C:2]1[C:3]([Cl:12])=[CH:4][C:5]([C:6]([OH:8])=[O:7])=[CH:9][C:10]=1[Cl:11])[C:22]1[CH:23]=[CH:24][CH:19]=[CH:20][CH:21]=1. (9) The product is: [OH:34][C:29]1([CH2:28][CH2:27][C:24]2[CH:25]=[CH:26][C:21]([O:20][CH2:19][C:11]3[NH:12][C:13]4[C:18]([C:9](=[O:8])[C:10]=3[CH3:35])=[CH:17][CH:16]=[CH:15][CH:14]=4)=[CH:22][CH:23]=2)[CH2:30][CH2:31][CH2:32][CH2:33]1. Given the reactants C([O:8][C:9]1[C:18]2[C:13](=[CH:14][CH:15]=[CH:16][CH:17]=2)[N:12]=[C:11]([CH2:19][O:20][C:21]2[CH:26]=[CH:25][C:24]([CH2:27][CH2:28][C:29]3([OH:34])[CH2:33][CH2:32][CH2:31][CH2:30]3)=[CH:23][CH:22]=2)[C:10]=1[CH3:35])C1C=CC=CC=1, predict the reaction product. (10) Given the reactants [CH3:1][Li].[CH3:3][C:4]1[CH:11]=[CH:10][C:9]([N+:12]([O-:14])=[O:13])=[CH:8][C:5]=1[CH:6]=[O:7], predict the reaction product. The product is: [CH3:3][C:4]1[CH:11]=[CH:10][C:9]([N+:12]([O-:14])=[O:13])=[CH:8][C:5]=1[CH:6]([OH:7])[CH3:1].